This data is from Full USPTO retrosynthesis dataset with 1.9M reactions from patents (1976-2016). The task is: Predict the reactants needed to synthesize the given product. (1) Given the product [C:34]1([CH:30]([C:24]2[CH:25]=[CH:26][CH:27]=[CH:28][CH:29]=2)[CH2:31][CH2:32][NH:33][C:14]([C:13]2[CH:8]([C:4]3[CH:5]=[CH:6][CH:7]=[C:2]([Cl:1])[CH:3]=3)[N:9]([C:19]([O:21][CH2:22][CH3:23])=[O:20])[C:10](=[O:18])[NH:11][C:12]=2[CH3:17])=[O:16])[CH:35]=[CH:36][CH:37]=[CH:38][CH:39]=1, predict the reactants needed to synthesize it. The reactants are: [Cl:1][C:2]1[CH:3]=[C:4]([CH:8]2[C:13]([C:14]([OH:16])=O)=[C:12]([CH3:17])[NH:11][C:10](=[O:18])[N:9]2[C:19]([O:21][CH2:22][CH3:23])=[O:20])[CH:5]=[CH:6][CH:7]=1.[C:24]1([CH:30]([C:34]2[CH:39]=[CH:38][CH:37]=[CH:36][CH:35]=2)[CH2:31][CH2:32][NH2:33])[CH:29]=[CH:28][CH:27]=[CH:26][CH:25]=1.CCN=C=NCCCN(C)C.Cl. (2) Given the product [O:32]=[C:33]([N:47]1[CH2:52][CH2:51][N:50]2[C:53]([C:56]([F:59])([F:58])[F:57])=[N:54][N:55]=[C:49]2[CH2:48]1)[CH2:34][C@@H:35]([NH2:46])[CH2:36][C:37]1[CH:42]=[C:41]([F:43])[C:40]([F:44])=[CH:39][C:38]=1[F:45], predict the reactants needed to synthesize it. The reactants are: CC(O)C.O.C([C@@](C(O)=O)(O)[C@@](C(=O)C1C=CC=CC=1)(O)C(O)=O)(=O)C1C=CC=CC=1.[O:32]=[C:33]([N:47]1[CH2:52][CH2:51][N:50]2[C:53]([C:56]([F:59])([F:58])[F:57])=[N:54][N:55]=[C:49]2[CH2:48]1)[CH2:34][CH:35]([NH2:46])[CH2:36][C:37]1[CH:42]=[C:41]([F:43])[C:40]([F:44])=[CH:39][C:38]=1[F:45]. (3) The reactants are: [C:1]12([CH2:11][O:12][C:13]3[C:18]([Br:19])=[CH:17][N:16]=[C:15]([NH:20][NH2:21])[CH:14]=3)[CH2:10][CH:5]3[CH2:6][CH:7](CC(C3)C1)[CH2:8]2.[CH2:22](OC1C(Br)=CN=C(NN)C=1)C1C=CC=CC=1. Given the product [CH2:11]([O:12][C:13]1[C:18]([Br:19])=[CH:17][N:16]2[CH:22]=[N:21][N:20]=[C:15]2[CH:14]=1)[C:1]1[CH:10]=[CH:5][CH:6]=[CH:7][CH:8]=1, predict the reactants needed to synthesize it. (4) Given the product [CH2:1]([O:8][C:9]1[CH:10]=[CH:11][C:12]2[C:13]3[N:20]([CH2:21][CH:22]([CH3:24])[CH3:23])[C:26]([CH2:25][O:27][CH2:28][CH3:29])=[N:19][C:14]=3[CH:15]=[N:16][C:17]=2[CH:18]=1)[C:2]1[CH:3]=[CH:4][CH:5]=[CH:6][CH:7]=1, predict the reactants needed to synthesize it. The reactants are: [CH2:1]([O:8][C:9]1[CH:18]=[C:17]2[C:12]([C:13]([NH:20][CH2:21][CH:22]([CH3:24])[CH3:23])=[C:14]([NH2:19])[CH:15]=[N:16]2)=[CH:11][CH:10]=1)[C:2]1[CH:7]=[CH:6][CH:5]=[CH:4][CH:3]=1.[CH2:25]([O:27][CH2:28][C:29](Cl)=O)[CH3:26].C1(C)C=CC=CC=1. (5) Given the product [OH:3][CH:4]1[CH:8]([NH:9][C:10]([C@H:12]2[N:23]3[C@@H:16]([CH2:17][CH2:18][CH2:19][CH2:20][C@H:21]([NH:25][C:26](=[O:33])[C:27]4[CH:28]=[CH:29][CH:30]=[CH:31][CH:32]=4)[C:22]3=[O:24])[CH2:15][N:14]([S:34]([CH3:37])(=[O:36])=[O:35])[CH2:13]2)=[O:11])[CH2:7][C:6](=[O:38])[O:5]1, predict the reactants needed to synthesize it. The reactants are: C([O:3][CH:4]1[CH:8]([NH:9][C:10]([C@H:12]2[N:23]3[C@@H:16]([CH2:17][CH2:18][CH2:19][CH2:20][C@H:21]([NH:25][C:26](=[O:33])[C:27]4[CH:32]=[CH:31][CH:30]=[CH:29][CH:28]=4)[C:22]3=[O:24])[CH2:15][N:14]([S:34]([CH3:37])(=[O:36])=[O:35])[CH2:13]2)=[O:11])[CH2:7][C:6](=[O:38])[O:5]1)C.FC(F)(F)C(O)=O.